The task is: Predict the reaction yield, written as a fraction of the theoretical maximum amount of product (1.0 means a 100% yield; for example, 0.34 means a 34% yield).. This data is from Reaction yield outcomes from USPTO patents with 853,638 reactions. (1) The reactants are [CH3:1][C:2]1([CH3:15])[CH2:7][CH2:6][CH2:5][CH:4]([C:8]2([CH3:14])[CH:12]=[CH:11][CH:10]([CH3:13])[O:9]2)[CH2:3]1. The catalyst is [Pd]. The product is [CH3:1][C:2]1([CH3:15])[CH2:7][CH2:6][CH2:5][CH:4]([C:8]2([CH3:14])[CH2:12][CH2:11][CH:10]([CH3:13])[O:9]2)[CH2:3]1. The yield is 0.680. (2) The reactants are [O-]CC.[Na+].[CH3:5][C:6]1[CH:7]=[CH:8][C:9]([C:12]2[N:16]([C:17]3[CH:18]=[N:19][CH:20]=[CH:21][CH:22]=3)[N:15]=[C:14]([C:23]([O:25]CC)=[O:24])[CH:13]=2)=[N:10][CH:11]=1.O.C(OCC)C. The catalyst is C(O)C. The product is [CH3:5][C:6]1[CH:7]=[CH:8][C:9]([C:12]2[N:16]([C:17]3[CH:18]=[N:19][CH:20]=[CH:21][CH:22]=3)[N:15]=[C:14]([C:23]([OH:25])=[O:24])[CH:13]=2)=[N:10][CH:11]=1. The yield is 0.580. (3) The reactants are [Br:1][C:2]1[C:12]([Cl:13])=[C:11]([CH2:14][C:15]2[CH:20]=[CH:19][C:18]([O:21][CH2:22][CH3:23])=[CH:17][CH:16]=2)[CH:10]=[C:9]([C@H:24]2[C@H:29]([O:30][CH2:31][C:32]3[CH:37]=[CH:36][CH:35]=[CH:34][CH:33]=3)[C@@H:28]([O:38][CH2:39][C:40]3[CH:45]=[CH:44][CH:43]=[CH:42][CH:41]=3)[C@H:27]([O:46][CH2:47][C:48]3[CH:53]=[CH:52][CH:51]=[CH:50][CH:49]=3)[C@@H:26]([CH2:54][O:55][CH2:56][C:57]3[CH:62]=[CH:61][CH:60]=[CH:59][CH:58]=3)[O:25]2)[C:3]=1[O:4][CH2:5][CH2:6]CO.C1(P(C2C=CC=CC=2)C2C=CC=CC=2)C=CC=CC=1.[C:82]([Cl:86])(Cl)(Cl)Cl. The catalyst is CC#N. The product is [CH2:47]([O:46][C@H:27]1[C@H:28]([O:38][CH2:39][C:40]2[CH:41]=[CH:42][CH:43]=[CH:44][CH:45]=2)[C@@H:29]([O:30][CH2:31][C:32]2[CH:33]=[CH:34][CH:35]=[CH:36][CH:37]=2)[C@H:24]([C:9]2[CH:10]=[C:11]([CH2:14][C:15]3[CH:16]=[CH:17][C:18]([O:21][CH2:22][CH3:23])=[CH:19][CH:20]=3)[C:12]([Cl:13])=[C:2]([Br:1])[C:3]=2[O:4][CH2:5][CH2:6][CH2:82][Cl:86])[O:25][C@@H:26]1[CH2:54][O:55][CH2:56][C:57]1[CH:58]=[CH:59][CH:60]=[CH:61][CH:62]=1)[C:48]1[CH:53]=[CH:52][CH:51]=[CH:50][CH:49]=1. The yield is 0.700.